Dataset: Experimentally validated miRNA-target interactions with 360,000+ pairs, plus equal number of negative samples. Task: Binary Classification. Given a miRNA mature sequence and a target amino acid sequence, predict their likelihood of interaction. The miRNA is hsa-miR-6730-3p with sequence CCUGACACCCCAUCUGCCCUCA. The protein sequence of the target gene is MIATGGLLRISARKQDPLRPPSQIPKRKRKAKKRRKNDVVVVKGKLKLCSISGLIALCGILVLLVGIAMAVVGYWPKATGTNREGGKQLPPAGSSHRVPTTANSSSSGSKNRSRSHPRAPGGVNSSSAGAPRSTPPARAASPSSSSTSVGFFFRIFSGYLHSDKLKVFGPLIMGIGIFLFICANAVLHENRDKKTKIINLRDLYSTVIDVHSLRAKDLAAAAAAAAAAAASSSSSAPAAAPPGAIPLNGFLSYVQSRGLELKPGGCGGSGDAFGAAAMLAKGSWPPHPAAPSGGRPRGAA.... Result: 1 (interaction).